This data is from Reaction yield outcomes from USPTO patents with 853,638 reactions. The task is: Predict the reaction yield, written as a fraction of the theoretical maximum amount of product (1.0 means a 100% yield; for example, 0.34 means a 34% yield). (1) The reactants are [CH2:1]([N:8]1[C:15](=O)[CH:14]2[CH:10]([CH2:11][N:12]([CH2:17][C:18]3[CH:23]=[CH:22][CH:21]=[CH:20][CH:19]=3)[CH2:13]2)[C:9]1=O)[C:2]1[CH:7]=[CH:6][CH:5]=[CH:4][CH:3]=1.[Li]. The catalyst is O1CCOCC1.C1COCC1. The product is [CH2:1]([N:8]1[CH2:15][CH:14]2[CH:10]([CH2:11][N:12]([CH2:17][C:18]3[CH:23]=[CH:22][CH:21]=[CH:20][CH:19]=3)[CH2:13]2)[CH2:9]1)[C:2]1[CH:3]=[CH:4][CH:5]=[CH:6][CH:7]=1. The yield is 0.690. (2) The reactants are [CH2:1]([C:3]1([C:8]2[CH:13]=[CH:12][C:11]([C:14]3[C:19]([CH3:20])=[CH:18][CH:17]=[C:16]([CH2:21][CH2:22][C:23]4[CH:28]=[CH:27][C:26]([CH2:29][OH:30])=[C:25]([CH2:31][OH:32])[CH:24]=4)[CH:15]=3)=[C:10]([CH2:33][CH2:34][CH3:35])[CH:9]=2)OCC[O:4]1)[CH3:2].O.C1(C)C=CC(S(O)(=O)=O)=CC=1.C(=O)([O-])O.[Na+]. The catalyst is CC(C)=O. The product is [OH:32][CH2:31][C:25]1[CH:24]=[C:23]([CH2:22][CH2:21][C:16]2[CH:17]=[CH:18][C:19]([CH3:20])=[C:14]([C:11]3[CH:12]=[CH:13][C:8]([C:3](=[O:4])[CH2:1][CH3:2])=[CH:9][C:10]=3[CH2:33][CH2:34][CH3:35])[CH:15]=2)[CH:28]=[CH:27][C:26]=1[CH2:29][OH:30]. The yield is 0.500. (3) The reactants are [H-].[Na+].[CH2:3]([OH:10])[C:4]1[CH:9]=[CH:8][CH:7]=[CH:6][CH:5]=1.Cl[C:12]1[N:13]=[N:14][C:15]([C:18]2[CH:23]=[CH:22][C:21]([O:24][CH2:25][CH2:26][CH2:27][N:28]3[CH2:33][CH2:32][CH2:31][CH2:30][CH2:29]3)=[CH:20][CH:19]=2)=[CH:16][CH:17]=1. The product is [CH2:3]([O:10][C:12]1[N:13]=[N:14][C:15]([C:18]2[CH:19]=[CH:20][C:21]([O:24][CH2:25][CH2:26][CH2:27][N:28]3[CH2:33][CH2:32][CH2:31][CH2:30][CH2:29]3)=[CH:22][CH:23]=2)=[CH:16][CH:17]=1)[C:4]1[CH:9]=[CH:8][CH:7]=[CH:6][CH:5]=1. The catalyst is CN(C=O)C. The yield is 0.830. (4) The yield is 0.410. The reactants are [F:1][C:2]1[CH:7]=[C:6]([F:8])[CH:5]=[CH:4][C:3]=1[N:9]1[C:13]2[CH:14]=[CH:15][CH:16]=[CH:17][C:12]=2[NH:11][S:10]1(=[O:19])=[O:18].C1(P(C2C=CC=CC=2)C2C=CC=CC=2)C=CC=CC=1.[Br:39][CH2:40][CH2:41][CH2:42]O.CC(OC(/N=N/C(OC(C)C)=O)=O)C. The product is [Br:39][CH2:40][CH2:41][CH2:42][N:11]1[C:12]2[CH:17]=[CH:16][CH:15]=[CH:14][C:13]=2[N:9]([C:3]2[CH:4]=[CH:5][C:6]([F:8])=[CH:7][C:2]=2[F:1])[S:10]1(=[O:18])=[O:19]. No catalyst specified.